Predict which catalyst facilitates the given reaction. From a dataset of Catalyst prediction with 721,799 reactions and 888 catalyst types from USPTO. Reactant: CCN(C(C)C)C(C)C.[CH3:10][C:11]1[CH:16]=[CH:15][C:14]([C:17]2[O:18][C:19]([CH3:22])=[N:20][N:21]=2)=[CH:13][C:12]=1[C:23]1[CH:28]=[CH:27][C:26]([C:29](O)=[O:30])=[CH:25][CH:24]=1.[CH2:32]([N:34]([CH2:39][CH3:40])[CH2:35][CH2:36][CH2:37][NH2:38])[CH3:33].CN(C(ON1N=NC2C=CC=CC1=2)=[N+](C)C)C.F[P-](F)(F)(F)(F)F.C1C=CC2N(O)N=NC=2C=1. Product: [CH2:32]([N:34]([CH2:39][CH3:40])[CH2:35][CH2:36][CH2:37][NH:38][C:29]([C:26]1[CH:25]=[CH:24][C:23]([C:12]2[CH:13]=[C:14]([C:17]3[O:18][C:19]([CH3:22])=[N:20][N:21]=3)[CH:15]=[CH:16][C:11]=2[CH3:10])=[CH:28][CH:27]=1)=[O:30])[CH3:33]. The catalyst class is: 3.